Dataset: Peptide-MHC class II binding affinity with 134,281 pairs from IEDB. Task: Regression. Given a peptide amino acid sequence and an MHC pseudo amino acid sequence, predict their binding affinity value. This is MHC class II binding data. (1) The peptide sequence is GKNSCAKNYNCKILP. The MHC is DRB3_0202 with pseudo-sequence DRB3_0202. The binding affinity (normalized) is 0.318. (2) The peptide sequence is AWVDSGAQLGELYYA. The MHC is HLA-DPA10201-DPB11401 with pseudo-sequence HLA-DPA10201-DPB11401. The binding affinity (normalized) is 0. (3) The peptide sequence is KKGAGGITIKKTGQA. The MHC is DRB1_0701 with pseudo-sequence DRB1_0701. The binding affinity (normalized) is 0.261. (4) The binding affinity (normalized) is 0.439. The MHC is DRB3_0101 with pseudo-sequence DRB3_0101. The peptide sequence is AKILDGDNLFPKV. (5) The peptide sequence is AAATAGTTVYGFFAA. The MHC is HLA-DQA10102-DQB10602 with pseudo-sequence HLA-DQA10102-DQB10602. The binding affinity (normalized) is 0.542.